From a dataset of Peptide-MHC class II binding affinity with 134,281 pairs from IEDB. Regression. Given a peptide amino acid sequence and an MHC pseudo amino acid sequence, predict their binding affinity value. This is MHC class II binding data. (1) The peptide sequence is EIKKGHVFEENLIGL. The MHC is DRB1_0101 with pseudo-sequence DRB1_0101. The binding affinity (normalized) is 0.356. (2) The peptide sequence is EICPAVKRDVDLFLTGT. The MHC is HLA-DQA10501-DQB10301 with pseudo-sequence HLA-DQA10501-DQB10301. The binding affinity (normalized) is 0.222.